Predict the reaction yield, written as a fraction of the theoretical maximum amount of product (1.0 means a 100% yield; for example, 0.34 means a 34% yield). From a dataset of Reaction yield outcomes from USPTO patents with 853,638 reactions. (1) The reactants are [H-].[H-].[H-].[H-].[Li+].[Al+3].[CH3:7][Si:8]([CH3:17])([CH3:16])[CH:9]1[CH2:14][CH2:13][C:12](=[O:15])[CH2:11][CH2:10]1. The catalyst is CCOCC. The product is [CH3:7][Si:8]([CH3:17])([CH3:16])[C@H:9]1[CH2:14][CH2:13][C@H:12]([OH:15])[CH2:11][CH2:10]1. The yield is 0.450. (2) The reactants are [CH3:1][C:2]1[S:3][C:4]([S:8](Cl)(=[O:10])=[O:9])=[C:5]([CH3:7])[N:6]=1.[NH3:12]. The catalyst is CO. The product is [CH3:1][C:2]1[S:3][C:4]([S:8]([NH2:12])(=[O:10])=[O:9])=[C:5]([CH3:7])[N:6]=1. The yield is 0.340. (3) The reactants are [NH2:1][C:2]1[CH:10]=[C:9]([CH3:11])[C:8]2[N:7](C(OC(C)(C)C)=O)[C@H:6]3[CH2:19][CH2:20][N:21](C(OC(C)(C)C)=O)[CH2:22][C@H:5]3[C:4]=2[CH:3]=1.Br[C:31]1[CH:36]=[C:35]([CH3:37])[CH:34]=[CH:33][C:32]=1[O:38][CH3:39]. No catalyst specified. The product is [CH3:39][O:38][C:32]1[CH:33]=[CH:34][C:35]([CH3:37])=[CH:36][C:31]=1[NH:1][C:2]1[CH:10]=[C:9]([CH3:11])[C:8]2[NH:7][C@H:6]3[CH2:19][CH2:20][NH:21][CH2:22][C@H:5]3[C:4]=2[CH:3]=1. The yield is 0.390. (4) The reactants are [F:1][C:2]1([F:17])[O:6][C:5]2[CH:7]=[CH:8][C:9]([C:11]3([C:14]([OH:16])=O)[CH2:13][CH2:12]3)=[CH:10][C:4]=2[O:3]1.S(Cl)(Cl)=O.N1CCCCC1.[NH2:28][C:29]1[CH:30]=[C:31]2[C:35](=[CH:36][C:37]=1[F:38])[N:34]([CH2:39][C@H:40]1[CH2:44][O:43][C:42]([CH3:46])([CH3:45])[O:41]1)[C:33]([C:47]([CH3:51])([CH3:50])[CH2:48][OH:49])=[CH:32]2.C(N(CC)CC)C. The catalyst is CN(C=O)C.ClCCl. The product is [F:17][C:2]1([F:1])[O:6][C:5]2[CH:7]=[CH:8][C:9]([C:11]3([C:14]([NH:28][C:29]4[CH:30]=[C:31]5[C:35](=[CH:36][C:37]=4[F:38])[N:34]([CH2:39][C@H:40]4[CH2:44][O:43][C:42]([CH3:45])([CH3:46])[O:41]4)[C:33]([C:47]([CH3:51])([CH3:50])[CH2:48][OH:49])=[CH:32]5)=[O:16])[CH2:12][CH2:13]3)=[CH:10][C:4]=2[O:3]1. The yield is 0.960.